Dataset: Reaction yield outcomes from USPTO patents with 853,638 reactions. Task: Predict the reaction yield, written as a fraction of the theoretical maximum amount of product (1.0 means a 100% yield; for example, 0.34 means a 34% yield). The reactants are FC(F)(F)C(O)=O.[Cl:8][C:9]1[CH:14]=[CH:13][C:12]([C@@H:15]([NH:17][C:18]([C:20]2([CH2:35][NH:36]C(=O)OC(C)(C)C)[CH2:25][CH2:24][N:23]([C:26]3[C:27]4[CH:34]=[CH:33][NH:32][C:28]=4[N:29]=[CH:30][N:31]=3)[CH2:22][CH2:21]2)=[O:19])[CH3:16])=[CH:11][CH:10]=1. The catalyst is C(Cl)Cl. The product is [NH2:36][CH2:35][C:20]1([C:18]([NH:17][C@H:15]([C:12]2[CH:11]=[CH:10][C:9]([Cl:8])=[CH:14][CH:13]=2)[CH3:16])=[O:19])[CH2:21][CH2:22][N:23]([C:26]2[C:27]3[CH:34]=[CH:33][NH:32][C:28]=3[N:29]=[CH:30][N:31]=2)[CH2:24][CH2:25]1. The yield is 0.460.